Predict the product of the given reaction. From a dataset of Forward reaction prediction with 1.9M reactions from USPTO patents (1976-2016). (1) Given the reactants [C:1]([C:5]1[CH:9]=[C:8]([C:10]([O:12]CC)=[O:11])[N:7]([CH2:15][C:16]([N:18]([CH3:20])[CH3:19])=[O:17])[N:6]=1)([CH3:4])([CH3:3])[CH3:2].[OH-].[Li+], predict the reaction product. The product is: [C:1]([C:5]1[CH:9]=[C:8]([C:10]([OH:12])=[O:11])[N:7]([CH2:15][C:16]([N:18]([CH3:20])[CH3:19])=[O:17])[N:6]=1)([CH3:4])([CH3:2])[CH3:3]. (2) Given the reactants C(OC[C@@](NC(=O)C)(C)CCC1OC(Br)=CC=1)(=O)C.C1(CCC#C)C=CC=CC=1.[C:30]([OH:35])(=[O:34])[C:31]([OH:33])=[O:32].[NH2:36][C@:37]([CH3:58])([CH2:40][CH2:41][C:42]1[O:43][C:44]([C:47]#[C:48][CH2:49][CH2:50][CH2:51][C:52]2[CH:57]=[CH:56][CH:55]=[CH:54]C=2)=[CH:45][CH:46]=1)[CH2:38][OH:39].[K+].[Br-], predict the reaction product. The product is: [C:30]([OH:35])(=[O:34])[C:31]([OH:33])=[O:32].[NH2:36][C@:37]([CH3:58])([CH2:40][CH2:41][C:42]1[O:43][C:44]([C:47]#[C:48][CH2:49][CH2:50][C:51]2[CH:52]=[CH:57][CH:56]=[CH:55][CH:54]=2)=[CH:45][CH:46]=1)[CH2:38][OH:39]. (3) Given the reactants [CH3:1][O:2][C:3]1[CH:4]=[C:5]([C:9]2[C@:10]3([CH2:26][CH2:25][C@H:24]4[C@@H:15]([CH2:16][CH2:17][C:18]5[CH:19]=[C:20]([C:27](O)=[O:28])[CH:21]=[CH:22][C:23]=54)[C@@H:12]3[CH2:13][CH:14]=2)[CH3:11])[CH:6]=[N:7][CH:8]=1.Cl.[NH2:31][CH2:32][CH2:33][C:34]([O:36]CC)=[O:35], predict the reaction product. The product is: [CH3:1][O:2][C:3]1[CH:4]=[C:5]([C:9]2[C@:10]3([CH2:26][CH2:25][C@H:24]4[C@@H:15]([CH2:16][CH2:17][C:18]5[CH:19]=[C:20]([C:27]([NH:31][CH2:32][CH2:33][C:34]([OH:36])=[O:35])=[O:28])[CH:21]=[CH:22][C:23]=54)[C@@H:12]3[CH2:13][CH:14]=2)[CH3:11])[CH:6]=[N:7][CH:8]=1. (4) Given the reactants [Cl:1][C:2]1[CH:31]=[CH:30][C:5]([CH2:6][NH:7][C:8]([C:10]2[C:19](=[O:20])[C:18]3[C:13](=[C:14](I)[CH:15]=[C:16]([CH2:21][N:22]4[CH2:27][CH2:26][O:25][CH2:24][CH2:23]4)[CH:17]=3)[N:12]([CH3:29])[CH:11]=2)=[O:9])=[CH:4][CH:3]=1.C(NCC)C.[CH3:37][CH:38]([OH:42])[CH2:39][C:40]#[CH:41], predict the reaction product. The product is: [Cl:1][C:2]1[CH:31]=[CH:30][C:5]([CH2:6][NH:7][C:8]([C:10]2[C:19](=[O:20])[C:18]3[C:13](=[C:14]([C:41]#[C:40][CH2:39][CH:38]([OH:42])[CH3:37])[CH:15]=[C:16]([CH2:21][N:22]4[CH2:27][CH2:26][O:25][CH2:24][CH2:23]4)[CH:17]=3)[N:12]([CH3:29])[CH:11]=2)=[O:9])=[CH:4][CH:3]=1. (5) Given the reactants [BH4-].[Na+].[O:3]=[CH:4][CH2:5][O:6][C:7]1([C:20]2[CH:21]=[N:22][CH:23]=[CH:24][CH:25]=2)[CH2:12][CH2:11][N:10]([C:13]([O:15][C:16]([CH3:19])([CH3:18])[CH3:17])=[O:14])[CH2:9][CH2:8]1, predict the reaction product. The product is: [OH:3][CH2:4][CH2:5][O:6][C:7]1([C:20]2[CH:21]=[N:22][CH:23]=[CH:24][CH:25]=2)[CH2:12][CH2:11][N:10]([C:13]([O:15][C:16]([CH3:17])([CH3:18])[CH3:19])=[O:14])[CH2:9][CH2:8]1. (6) Given the reactants [CH3:1][C:2]1[N:3]([CH2:11][C:12]2[CH:21]=[CH:20][C:15]([C:16]([O:18][CH3:19])=[O:17])=[CH:14][CH:13]=2)[C:4]2[C:9]([CH:10]=1)=[CH:8][CH:7]=[CH:6][CH:5]=2.[CH3:22][N+:23]([CH3:25])=[CH2:24].[Cl-].C([O-])(O)=O.[Na+], predict the reaction product. The product is: [CH3:22][N:23]([CH2:25][C:10]1[C:9]2[C:4](=[CH:5][CH:6]=[CH:7][CH:8]=2)[N:3]([CH2:11][C:12]2[CH:21]=[CH:20][C:15]([C:16]([O:18][CH3:19])=[O:17])=[CH:14][CH:13]=2)[C:2]=1[CH3:1])[CH3:24]. (7) Given the reactants C([Li])CCC.C(NC(C)C)(C)C.[F:13][C:14]1[CH:21]=[C:20]([F:22])[CH:19]=[CH:18][C:15]=1[C:16]#[N:17].CN(C)[CH:25]=[O:26], predict the reaction product. The product is: [F:13][C:14]1[C:21]([CH:25]=[O:26])=[C:20]([F:22])[CH:19]=[CH:18][C:15]=1[C:16]#[N:17]. (8) Given the reactants [C:1]([NH:7][C:8]1[CH:17]=[CH:16][C:15]([I:18])=[CH:14][C:9]=1[C:10]([O:12]C)=O)(=[O:6])[CH2:2][C:3]([CH3:5])=[O:4].O(C)[Na], predict the reaction product. The product is: [C:3]([C:2]1[C:1](=[O:6])[NH:7][C:8]2[C:9]([C:10]=1[OH:12])=[CH:14][C:15]([I:18])=[CH:16][CH:17]=2)(=[O:4])[CH3:5].